Regression. Given a peptide amino acid sequence and an MHC pseudo amino acid sequence, predict their binding affinity value. This is MHC class I binding data. From a dataset of Peptide-MHC class I binding affinity with 185,985 pairs from IEDB/IMGT. (1) The peptide sequence is LYHDSQNML. The MHC is HLA-A24:02 with pseudo-sequence HLA-A24:02. The binding affinity (normalized) is 0.332. (2) The peptide sequence is TVADIWHAM. The MHC is HLA-B39:01 with pseudo-sequence HLA-B39:01. The binding affinity (normalized) is 0.433. (3) The peptide sequence is TTTIKPVSY. The MHC is HLA-A29:02 with pseudo-sequence HLA-A29:02. The binding affinity (normalized) is 0.644.